This data is from NCI-60 drug combinations with 297,098 pairs across 59 cell lines. The task is: Regression. Given two drug SMILES strings and cell line genomic features, predict the synergy score measuring deviation from expected non-interaction effect. (1) Drug 1: CCC1=CC2CC(C3=C(CN(C2)C1)C4=CC=CC=C4N3)(C5=C(C=C6C(=C5)C78CCN9C7C(C=CC9)(C(C(C8N6C)(C(=O)OC)O)OC(=O)C)CC)OC)C(=O)OC.C(C(C(=O)O)O)(C(=O)O)O. Drug 2: CC1=C(N=C(N=C1N)C(CC(=O)N)NCC(C(=O)N)N)C(=O)NC(C(C2=CN=CN2)OC3C(C(C(C(O3)CO)O)O)OC4C(C(C(C(O4)CO)O)OC(=O)N)O)C(=O)NC(C)C(C(C)C(=O)NC(C(C)O)C(=O)NCCC5=NC(=CS5)C6=NC(=CS6)C(=O)NCCC[S+](C)C)O. Cell line: MCF7. Synergy scores: CSS=46.6, Synergy_ZIP=-1.22, Synergy_Bliss=-1.61, Synergy_Loewe=-6.19, Synergy_HSA=-3.22. (2) Drug 1: CC1=C(C=C(C=C1)NC(=O)C2=CC=C(C=C2)CN3CCN(CC3)C)NC4=NC=CC(=N4)C5=CN=CC=C5. Drug 2: C1C(C(OC1N2C=NC3=C2NC=NCC3O)CO)O. Cell line: HCT116. Synergy scores: CSS=0.667, Synergy_ZIP=5.29, Synergy_Bliss=0.411, Synergy_Loewe=-2.69, Synergy_HSA=-2.80. (3) Drug 1: CN1C(=O)N2C=NC(=C2N=N1)C(=O)N. Drug 2: B(C(CC(C)C)NC(=O)C(CC1=CC=CC=C1)NC(=O)C2=NC=CN=C2)(O)O. Cell line: MCF7. Synergy scores: CSS=22.4, Synergy_ZIP=-7.08, Synergy_Bliss=-3.26, Synergy_Loewe=-27.6, Synergy_HSA=-4.43. (4) Drug 1: C1=NC2=C(N1)C(=S)N=C(N2)N. Drug 2: CC1C(C(CC(O1)OC2CC(CC3=C2C(=C4C(=C3O)C(=O)C5=C(C4=O)C(=CC=C5)OC)O)(C(=O)CO)O)N)O.Cl. Cell line: SF-539. Synergy scores: CSS=36.0, Synergy_ZIP=-14.9, Synergy_Bliss=-19.4, Synergy_Loewe=-16.2, Synergy_HSA=-14.9. (5) Drug 1: C1C(C(OC1N2C=NC3=C2NC=NCC3O)CO)O. Drug 2: COCCOC1=C(C=C2C(=C1)C(=NC=N2)NC3=CC=CC(=C3)C#C)OCCOC.Cl. Cell line: NCI-H460. Synergy scores: CSS=-1.18, Synergy_ZIP=-0.144, Synergy_Bliss=-0.397, Synergy_Loewe=-1.76, Synergy_HSA=-1.13. (6) Synergy scores: CSS=23.2, Synergy_ZIP=2.39, Synergy_Bliss=2.98, Synergy_Loewe=-50.9, Synergy_HSA=1.08. Drug 1: CCC1(CC2CC(C3=C(CCN(C2)C1)C4=CC=CC=C4N3)(C5=C(C=C6C(=C5)C78CCN9C7C(C=CC9)(C(C(C8N6C)(C(=O)OC)O)OC(=O)C)CC)OC)C(=O)OC)O.OS(=O)(=O)O. Cell line: SW-620. Drug 2: CN1C2=C(C=C(C=C2)N(CCCl)CCCl)N=C1CCCC(=O)O.Cl.